Dataset: NCI-60 drug combinations with 297,098 pairs across 59 cell lines. Task: Regression. Given two drug SMILES strings and cell line genomic features, predict the synergy score measuring deviation from expected non-interaction effect. (1) Drug 1: CC12CCC3C(C1CCC2OP(=O)(O)O)CCC4=C3C=CC(=C4)OC(=O)N(CCCl)CCCl.[Na+]. Drug 2: CC1C(C(CC(O1)OC2CC(CC3=C2C(=C4C(=C3O)C(=O)C5=C(C4=O)C(=CC=C5)OC)O)(C(=O)CO)O)N)O.Cl. Cell line: MDA-MB-231. Synergy scores: CSS=52.2, Synergy_ZIP=12.6, Synergy_Bliss=14.4, Synergy_Loewe=-15.4, Synergy_HSA=14.6. (2) Drug 1: CC1=C(C=C(C=C1)NC(=O)C2=CC=C(C=C2)CN3CCN(CC3)C)NC4=NC=CC(=N4)C5=CN=CC=C5. Drug 2: CS(=O)(=O)OCCCCOS(=O)(=O)C. Cell line: SNB-75. Synergy scores: CSS=1.09, Synergy_ZIP=1.60, Synergy_Bliss=4.07, Synergy_Loewe=-0.702, Synergy_HSA=-0.147. (3) Drug 1: C1CN1C2=NC(=NC(=N2)N3CC3)N4CC4. Drug 2: CC(C)NC(=O)C1=CC=C(C=C1)CNNC.Cl. Cell line: U251. Synergy scores: CSS=8.91, Synergy_ZIP=-6.11, Synergy_Bliss=-6.82, Synergy_Loewe=-26.3, Synergy_HSA=-7.53.